This data is from Catalyst prediction with 721,799 reactions and 888 catalyst types from USPTO. The task is: Predict which catalyst facilitates the given reaction. (1) Reactant: C1C(=O)N([Br:8])C(=O)C1.[Cl:9][C:10]1[C:11]2[N:12]([C:16]([CH:19]3[CH2:27][CH2:26][CH:25]4[N:21]([C:22](=[O:30])[CH2:23][C:24]4([CH3:29])[CH3:28])[CH2:20]3)=[N:17][CH:18]=2)[CH:13]=[CH:14][N:15]=1. Product: [Br:8][C:18]1[N:17]=[C:16]([CH:19]2[CH2:27][CH2:26][CH:25]3[N:21]([C:22](=[O:30])[CH2:23][C:24]3([CH3:28])[CH3:29])[CH2:20]2)[N:12]2[CH:13]=[CH:14][N:15]=[C:10]([Cl:9])[C:11]=12. The catalyst class is: 10. (2) Reactant: C([N:5]1[CH:13](O)[C:12]2[C:7](=[CH:8][CH:9]=[C:10]([C:15]([CH3:18])([CH3:17])[CH3:16])[CH:11]=2)[C:6]1=[O:19])(C)(C)C.C(O)(=O)C.O.[NH2:25]N. Product: [C:15]([C:10]1[CH:11]=[C:12]2[C:7](=[CH:8][CH:9]=1)[C:6](=[O:19])[NH:25][N:5]=[CH:13]2)([CH3:18])([CH3:17])[CH3:16]. The catalyst class is: 6. (3) Reactant: [CH:1]1([CH:4]([C:6]2[CH:11]=[CH:10][CH:9]=[CH:8][N:7]=2)[NH2:5])[CH2:3][CH2:2]1.[I:12][C:13]1[C:21]2[C:16](=[CH:17][CH:18]=[C:19]([C:22](N)=[O:23])[CH:20]=2)[NH:15][N:14]=1.CN(C(ON1N=NC2C=CC=CC1=2)=[N+](C)C)C.[B-](F)(F)(F)F.CCN(C(C)C)C(C)C. Product: [CH:1]1([CH:4]([C:6]2[CH:11]=[CH:10][CH:9]=[CH:8][N:7]=2)[NH:5][C:22]([C:19]2[CH:20]=[C:21]3[C:16](=[CH:17][CH:18]=2)[NH:15][N:14]=[C:13]3[I:12])=[O:23])[CH2:2][CH2:3]1. The catalyst class is: 3. (4) Reactant: [Br:1][C:2]1[CH:7]=[CH:6][C:5]([C@H:8]2[CH2:10][C@:9]2([NH:15][C:16]([C@@H:18]2[CH2:23][CH2:22][CH2:21][CH2:20][N:19]2[C:24]([O:26][C:27]([CH3:30])([CH3:29])[CH3:28])=[O:25])=[O:17])[C:11]([O:13]C)=[O:12])=[CH:4][CH:3]=1.O.[OH-].[Li+]. Product: [Br:1][C:2]1[CH:3]=[CH:4][C:5]([C@H:8]2[CH2:10][C@:9]2([NH:15][C:16]([C@@H:18]2[CH2:23][CH2:22][CH2:21][CH2:20][N:19]2[C:24]([O:26][C:27]([CH3:30])([CH3:29])[CH3:28])=[O:25])=[O:17])[C:11]([OH:13])=[O:12])=[CH:6][CH:7]=1. The catalyst class is: 20.